From a dataset of NCI-60 drug combinations with 297,098 pairs across 59 cell lines. Regression. Given two drug SMILES strings and cell line genomic features, predict the synergy score measuring deviation from expected non-interaction effect. (1) Drug 1: CC12CCC(CC1=CCC3C2CCC4(C3CC=C4C5=CN=CC=C5)C)O. Drug 2: C1CC(=O)NC(=O)C1N2CC3=C(C2=O)C=CC=C3N. Cell line: ACHN. Synergy scores: CSS=-0.126, Synergy_ZIP=-1.05, Synergy_Bliss=-8.52, Synergy_Loewe=-8.29, Synergy_HSA=-8.56. (2) Drug 1: CCC(=C(C1=CC=CC=C1)C2=CC=C(C=C2)OCCN(C)C)C3=CC=CC=C3.C(C(=O)O)C(CC(=O)O)(C(=O)O)O. Drug 2: C1=NC2=C(N=C(N=C2N1C3C(C(C(O3)CO)O)F)Cl)N. Cell line: HCC-2998. Synergy scores: CSS=32.9, Synergy_ZIP=-1.65, Synergy_Bliss=-0.126, Synergy_Loewe=-39.6, Synergy_HSA=-2.59. (3) Synergy scores: CSS=27.6, Synergy_ZIP=-6.86, Synergy_Bliss=-6.76, Synergy_Loewe=-3.99, Synergy_HSA=1.51. Cell line: KM12. Drug 1: CC1C(C(CC(O1)OC2CC(CC3=C2C(=C4C(=C3O)C(=O)C5=C(C4=O)C(=CC=C5)OC)O)(C(=O)C)O)N)O.Cl. Drug 2: CN(C)N=NC1=C(NC=N1)C(=O)N. (4) Drug 1: CC1C(C(CC(O1)OC2CC(CC3=C2C(=C4C(=C3O)C(=O)C5=C(C4=O)C(=CC=C5)OC)O)(C(=O)C)O)N)O.Cl. Drug 2: CC(C)CN1C=NC2=C1C3=CC=CC=C3N=C2N. Cell line: MCF7. Synergy scores: CSS=20.3, Synergy_ZIP=-4.15, Synergy_Bliss=0.440, Synergy_Loewe=-24.4, Synergy_HSA=-1.50. (5) Cell line: SNB-19. Drug 1: C1=CC(=CC=C1C#N)C(C2=CC=C(C=C2)C#N)N3C=NC=N3. Drug 2: CCC1=C2CN3C(=CC4=C(C3=O)COC(=O)C4(CC)O)C2=NC5=C1C=C(C=C5)O. Synergy scores: CSS=0.843, Synergy_ZIP=9.79, Synergy_Bliss=9.36, Synergy_Loewe=-50.2, Synergy_HSA=-14.6. (6) Drug 1: CC1OCC2C(O1)C(C(C(O2)OC3C4COC(=O)C4C(C5=CC6=C(C=C35)OCO6)C7=CC(=C(C(=C7)OC)O)OC)O)O. Drug 2: C1CNP(=O)(OC1)N(CCCl)CCCl. Cell line: TK-10. Synergy scores: CSS=29.1, Synergy_ZIP=-5.42, Synergy_Bliss=-0.132, Synergy_Loewe=-16.0, Synergy_HSA=1.40. (7) Drug 1: C1CCC(C1)C(CC#N)N2C=C(C=N2)C3=C4C=CNC4=NC=N3. Drug 2: CC1OCC2C(O1)C(C(C(O2)OC3C4COC(=O)C4C(C5=CC6=C(C=C35)OCO6)C7=CC(=C(C(=C7)OC)O)OC)O)O. Cell line: SF-295. Synergy scores: CSS=51.5, Synergy_ZIP=0.797, Synergy_Bliss=1.94, Synergy_Loewe=-12.8, Synergy_HSA=3.72. (8) Synergy scores: CSS=6.88, Synergy_ZIP=1.11, Synergy_Bliss=2.27, Synergy_Loewe=-1.07, Synergy_HSA=2.10. Cell line: SK-MEL-5. Drug 1: CC1CCC2CC(C(=CC=CC=CC(CC(C(=O)C(C(C(=CC(C(=O)CC(OC(=O)C3CCCCN3C(=O)C(=O)C1(O2)O)C(C)CC4CCC(C(C4)OC)OCCO)C)C)O)OC)C)C)C)OC. Drug 2: COC1=C2C(=CC3=C1OC=C3)C=CC(=O)O2.